Predict the product of the given reaction. From a dataset of Forward reaction prediction with 1.9M reactions from USPTO patents (1976-2016). (1) The product is: [C:1]([C:5]1[CH:30]=[CH:29][C:8]([CH2:9][CH:10]2[CH2:15][CH:14]([CH2:16][O:17][Si:18]([C:21]([CH3:23])([CH3:24])[CH3:22])([CH3:19])[CH3:20])[CH2:13][CH2:12][N:11]2[C:25]([O:27][CH3:28])=[O:26])=[CH:7][CH:6]=1)([CH3:2])([CH3:3])[CH3:4]. Given the reactants [C:1]([C:5]1[CH:30]=[CH:29][C:8]([CH2:9][CH:10]2[CH:15]=[C:14]([CH2:16][O:17][Si:18]([C:21]([CH3:24])([CH3:23])[CH3:22])([CH3:20])[CH3:19])[CH:13]=[CH:12][N:11]2[C:25]([O:27][CH3:28])=[O:26])=[CH:7][CH:6]=1)([CH3:4])([CH3:3])[CH3:2], predict the reaction product. (2) The product is: [S:1]1[CH:5]=[CH:4][C:3]([CH2:6][O:7][CH2:8][C:9]2[O:13][N:12]=[C:11]([C:14]([OH:16])=[O:15])[CH:10]=2)=[CH:2]1. Given the reactants [S:1]1[CH:5]=[CH:4][C:3]([CH2:6][O:7][CH2:8][C:9]2[O:13][N:12]=[C:11]([C:14]([O:16]CC)=[O:15])[CH:10]=2)=[CH:2]1.[OH-].[Na+], predict the reaction product. (3) Given the reactants I[C:2]1[CH:3]=[C:4]([O:21][C:22]([F:25])([F:24])[F:23])[CH:5]=[C:6]2[C:11]=1[O:10][CH:9]([C:12]([F:15])([F:14])[F:13])[C:8]([C:16]([O:18][CH2:19][CH3:20])=[O:17])=[CH:7]2.[CH3:26][CH2:27][O:28]CC.C1C=CC(P(C2C=CC=CC=2)CCCP(C2C=CC=CC=2)C2C=CC=CC=2)=CC=1.[C:60]([O-:63])([O-])=[O:61].[K+].[K+].Cl.[OH2:67], predict the reaction product. The product is: [C:26]([C:2]1[CH:3]=[C:4]([O:21][C:22]([F:24])([F:25])[F:23])[CH:5]=[C:6]2[C:11]=1[O:10][CH:9]([C:12]([F:14])([F:15])[F:13])[C:8]([C:60]([OH:63])=[O:61])=[CH:7]2)(=[O:67])[CH3:27].[C:27]([C:2]1[CH:3]=[C:4]([O:21][C:22]([F:23])([F:24])[F:25])[CH:5]=[C:6]2[C:11]=1[O:10][CH:9]([C:12]([F:14])([F:15])[F:13])[C:8]([C:16]([O:18][CH2:19][CH3:20])=[O:17])=[CH:7]2)(=[O:28])[CH3:26]. (4) Given the reactants [H-].[Na+].[NH:3]1[CH:7]=[CH:6][C:5]([CH:8]=[O:9])=[CH:4]1.[F:10][C:11]([C:14]1[N:18]([CH2:19][CH:20]2[CH2:25][CH2:24][O:23][CH2:22][CH2:21]2)[C:17]2[CH:26]=[CH:27][C:28]([S:30](Cl)(=[O:32])=[O:31])=[CH:29][C:16]=2[N:15]=1)([F:13])[CH3:12], predict the reaction product. The product is: [F:10][C:11]([C:14]1[N:18]([CH2:19][CH:20]2[CH2:21][CH2:22][O:23][CH2:24][CH2:25]2)[C:17]2[CH:26]=[CH:27][C:28]([S:30]([N:3]3[CH:7]=[CH:6][C:5]([CH:8]=[O:9])=[CH:4]3)(=[O:31])=[O:32])=[CH:29][C:16]=2[N:15]=1)([F:13])[CH3:12].